Regression. Given two drug SMILES strings and cell line genomic features, predict the synergy score measuring deviation from expected non-interaction effect. From a dataset of NCI-60 drug combinations with 297,098 pairs across 59 cell lines. Drug 1: CC1OCC2C(O1)C(C(C(O2)OC3C4COC(=O)C4C(C5=CC6=C(C=C35)OCO6)C7=CC(=C(C(=C7)OC)O)OC)O)O. Drug 2: CC1=CC=C(C=C1)C2=CC(=NN2C3=CC=C(C=C3)S(=O)(=O)N)C(F)(F)F. Cell line: HOP-62. Synergy scores: CSS=32.5, Synergy_ZIP=3.18, Synergy_Bliss=4.43, Synergy_Loewe=-7.09, Synergy_HSA=4.23.